Predict the reaction yield, written as a fraction of the theoretical maximum amount of product (1.0 means a 100% yield; for example, 0.34 means a 34% yield). From a dataset of Reaction yield outcomes from USPTO patents with 853,638 reactions. (1) The reactants are [NH2:1][C:2]1[CH:3]=[C:4]([C:9]([N:11]2[CH2:16][CH:15]3[CH:13]([CH:14]3[C:17]3[CH:22]=[CH:21][C:20]([O:23][CH3:24])=[CH:19][CH:18]=3)[CH2:12]2)=[O:10])[CH:5]=[CH:6][C:7]=1[CH3:8].CCN(CC)CC.[Cl:32][C:33]1[CH:41]=[CH:40][C:36]([C:37](Cl)=[O:38])=[CH:35][N:34]=1. The catalyst is C(Cl)Cl. The product is [Cl:32][C:33]1[CH:41]=[CH:40][C:36]([C:37]([NH:1][C:2]2[CH:3]=[C:4]([C:9]([N:11]3[CH2:16][CH:15]4[CH:13]([CH:14]4[C:17]4[CH:18]=[CH:19][C:20]([O:23][CH3:24])=[CH:21][CH:22]=4)[CH2:12]3)=[O:10])[CH:5]=[CH:6][C:7]=2[CH3:8])=[O:38])=[CH:35][N:34]=1. The yield is 0.800. (2) The reactants are [CH3:1][C:2]1[CH:7]=[C:6]([CH3:8])[NH:5][C:4](=[O:9])[C:3]=1[CH2:10][NH:11][C:12]([C:14]1[CH:15]=[C:16]([C:30]2[CH:35]=[CH:34][C:33]([CH:36]=O)=[C:32]([F:38])[CH:31]=2)[CH:17]=[C:18]([N:21]([CH2:28][CH3:29])[CH:22]2[CH2:27][CH2:26][O:25][CH2:24][CH2:23]2)[C:19]=1[CH3:20])=[O:13].[NH:39]1[CH2:44][CH2:43][O:42][CH2:41][CH2:40]1.C(O)(=O)C.C(O[BH-](OC(=O)C)OC(=O)C)(=O)C.[Na+]. The catalyst is ClC(Cl)C.ClCCl. The product is [CH3:1][C:2]1[CH:7]=[C:6]([CH3:8])[NH:5][C:4](=[O:9])[C:3]=1[CH2:10][NH:11][C:12]([C:14]1[CH:15]=[C:16]([C:30]2[CH:35]=[CH:34][C:33]([CH2:36][N:39]3[CH2:44][CH2:43][O:42][CH2:41][CH2:40]3)=[C:32]([F:38])[CH:31]=2)[CH:17]=[C:18]([N:21]([CH2:28][CH3:29])[CH:22]2[CH2:27][CH2:26][O:25][CH2:24][CH2:23]2)[C:19]=1[CH3:20])=[O:13]. The yield is 0.200. (3) The product is [C:13]([C:4]1[CH:5]=[CH:6][C:1]([C:7]2[CH:8]=[CH:9][C:10]([C:1]([CH3:7])([CH3:6])[CH3:2])=[CH:11][CH:12]=2)=[CH:2][CH:3]=1)([CH3:16])([CH3:15])[CH3:14]. The reactants are [C:1]1([C:7]2[CH:12]=[CH:11][CH:10]=[CH:9][CH:8]=2)[CH:6]=[CH:5][CH:4]=[CH:3][CH:2]=1.[C:13](Cl)([CH3:16])([CH3:15])[CH3:14]. The yield is 1.00. The catalyst is ClCCl. (4) The reactants are [C@@H:1]1([N:9]2[CH:17]=[C:15]([CH3:16])[C:13](=[O:14])[NH:12][C:10]2=[O:11])[O:8][C@H:5]([CH2:6][OH:7])[C@@H:3]([OH:4])[CH2:2]1.ClCCl.[C:21](Cl)([O:23][CH2:24][CH:25]1[C:37]2[C:32](=[CH:33][CH:34]=[CH:35][CH:36]=2)[C:31]2[C:26]1=[CH:27][CH:28]=[CH:29][CH:30]=2)=[O:22]. The catalyst is N1C=CC=CC=1. The product is [C:21]([O:7][CH2:6][C@H:5]1[O:8][C@@H:1]([N:9]2[CH:17]=[C:15]([CH3:16])[C:13](=[O:14])[NH:12][C:10]2=[O:11])[CH2:2][C@@H:3]1[OH:4])([O:23][CH2:24][CH:25]1[C:26]2[C:31](=[CH:30][CH:29]=[CH:28][CH:27]=2)[C:32]2[C:37]1=[CH:36][CH:35]=[CH:34][CH:33]=2)=[O:22]. The yield is 0.760. (5) The reactants are [CH3:1][O:2][C:3]1[C:4]([N+:30]([O-])=O)=[CH:5][C:6]2[CH2:7][C@H:8]3[N:19]([C:20]([O:22][CH2:23][C:24]4[CH:29]=[CH:28][CH:27]=[CH:26][CH:25]=4)=[O:21])[CH2:18][CH2:17][C@@:14]4([C:15]=2[CH:16]=1)[C@H:9]3[CH2:10][CH2:11][CH2:12][CH2:13]4.O.NN. The catalyst is CO.[Ni]. The product is [NH2:30][C:4]1[C:3]([O:2][CH3:1])=[CH:16][C:15]2[C@:14]34[CH2:17][CH2:18][N:19]([C:20]([O:22][CH2:23][C:24]5[CH:25]=[CH:26][CH:27]=[CH:28][CH:29]=5)=[O:21])[C@@H:8]([C@@H:9]3[CH2:10][CH2:11][CH2:12][CH2:13]4)[CH2:7][C:6]=2[CH:5]=1. The yield is 0.810.